This data is from Peptide-MHC class I binding affinity with 185,985 pairs from IEDB/IMGT. The task is: Regression. Given a peptide amino acid sequence and an MHC pseudo amino acid sequence, predict their binding affinity value. This is MHC class I binding data. The peptide sequence is ATAGLTHMMI. The MHC is HLA-A02:03 with pseudo-sequence HLA-A02:03. The binding affinity (normalized) is 0.356.